Dataset: Full USPTO retrosynthesis dataset with 1.9M reactions from patents (1976-2016). Task: Predict the reactants needed to synthesize the given product. (1) Given the product [F:41][C:40]([F:43])([F:42])[C:38]([OH:44])=[O:39].[CH2:1]([N:8]1[CH2:13][CH2:12][C@@H:11]([CH3:14])[C@@H:10]([N:15]2[C:19]3=[C:20]4[N:26]=[CH:25][NH:24][C:21]4=[N:22][CH:23]=[C:18]3[CH:17]=[CH:16]2)[CH2:9]1)[C:2]1[CH:7]=[CH:6][CH:5]=[CH:4][CH:3]=1, predict the reactants needed to synthesize it. The reactants are: [CH2:1]([N:8]1[CH2:13][CH2:12][C@@H:11]([CH3:14])[C@@H:10]([N:15]2[C:19]3=[C:20]4[N:26]=[CH:25][N:24](CC5C=CC(OC)=C(OC)C=5)[C:21]4=[N:22][CH:23]=[C:18]3[CH:17]=[CH:16]2)[CH2:9]1)[C:2]1[CH:7]=[CH:6][CH:5]=[CH:4][CH:3]=1.[C:38]([OH:44])([C:40]([F:43])([F:42])[F:41])=[O:39]. (2) Given the product [Cl:25][C:26]1[CH:31]=[CH:30][CH:29]=[C:28]([Cl:32])[C:27]=1[S:33]([O:1][C:2]1[CH:22]=[CH:21][C:5]2[N:6]=[C:7]([NH:9][C:10](=[O:11])[NH:12][CH2:13][CH2:14][N:15]3[CH2:20][CH2:19][O:18][CH2:17][CH2:16]3)[S:8][C:4]=2[CH:3]=1)(=[O:35])=[O:34], predict the reactants needed to synthesize it. The reactants are: [OH:1][C:2]1[CH:22]=[CH:21][C:5]2[N:6]=[C:7]([NH:9][C:10]([NH:12][CH2:13][CH2:14][N:15]3[CH2:20][CH2:19][O:18][CH2:17][CH2:16]3)=[O:11])[S:8][C:4]=2[CH:3]=1.[OH-].[Na+].[Cl:25][C:26]1[CH:31]=[CH:30][CH:29]=[C:28]([Cl:32])[C:27]=1[S:33](Cl)(=[O:35])=[O:34]. (3) Given the product [S:10]1[C:14]2[CH:15]=[CH:16][CH:17]=[CH:18][C:13]=2[CH:12]=[C:11]1[C:2]1[C:3]([N:9]([C:51]([O:50][C:47]([CH3:49])([CH3:46])[CH3:48])=[O:52])[C:22](=[O:25])[O:24][C:45]([CH3:44])([CH3:40])[CH3:61])=[N:4][CH:5]=[C:6]([Br:8])[N:7]=1, predict the reactants needed to synthesize it. The reactants are: Br[C:2]1[C:3]([NH2:9])=[N:4][CH:5]=[C:6]([Br:8])[N:7]=1.[S:10]1[C:14]2[CH:15]=[CH:16][CH:17]=[CH:18][C:13]=2[CH:12]=[C:11]1B(O)O.[C:22]([O-:25])([OH:24])=O.[Na+].C1(P([C:40]2[CH:45]=[CH:44]C=CC=2)C2C=CC=CC=2)C=CC=CC=1.[CH3:46][C:47]([O:50][C:51](O[C:51]([O:50][C:47]([CH3:49])([CH3:48])[CH3:46])=[O:52])=[O:52])([CH3:49])[CH3:48].[CH2:61](COC)OC. (4) The reactants are: [O:1]1[CH2:5][CH2:4][O:3][CH:2]1[C:6]1[O:10][C:9]([CH:11]=[O:12])=[CH:8][CH:7]=1.[Br-].[CH3:14][S+](C)C.[OH-].[K+].O. Given the product [O:12]1[CH2:14][CH:11]1[C:9]1[O:10][C:6]([CH:2]2[O:3][CH2:4][CH2:5][O:1]2)=[CH:7][CH:8]=1, predict the reactants needed to synthesize it. (5) Given the product [C:14]1([C:12]2[NH:27][C:21]3[C:26]([C:11]=2[C:8]2[CH:9]=[CH:10][C:5]([S:2]([CH3:1])(=[O:4])=[O:3])=[CH:6][CH:7]=2)=[CH:25][CH:24]=[CH:23][CH:22]=3)[CH:19]=[CH:18][CH:17]=[CH:16][CH:15]=1, predict the reactants needed to synthesize it. The reactants are: [CH3:1][S:2]([C:5]1[CH:10]=[CH:9][C:8]([CH2:11][C:12]([C:14]2[CH:19]=[CH:18][CH:17]=[CH:16][CH:15]=2)=O)=[CH:7][CH:6]=1)(=[O:4])=[O:3].Cl.[C:21]1([NH:27]N)[CH:26]=[CH:25][CH:24]=[CH:23][CH:22]=1.B(F)(F)F.CCOCC. (6) Given the product [CH2:1]([N:8]1[CH2:13][CH2:12][O:11][CH:10]([C:14]([C:25]2[CH:30]=[CH:29][CH:28]=[CH:27][CH:26]=2)([OH:24])[CH2:15][C:16]2[CH:21]=[CH:20][CH:19]=[CH:18][C:17]=2[Br:31])[CH2:9]1)[C:2]1[CH:7]=[CH:6][CH:5]=[CH:4][CH:3]=1, predict the reactants needed to synthesize it. The reactants are: [CH2:1]([N:8]1[CH2:13][CH2:12][O:11][CH:10]([C:14]([C:25]2[CH:30]=[CH:29][CH:28]=[CH:27][CH:26]=2)([OH:24])[CH2:15][C:16]2[CH:21]=[CH:20][CH:19]=[CH:18][C:17]=2OC)[CH2:9]1)[C:2]1[CH:7]=[CH:6][CH:5]=[CH:4][CH:3]=1.[Br:31]C1C=CC=CC=1C[Mg]Br. (7) Given the product [Br:63][CH2:13][C:12]1[N:8]([C:3]2[CH:4]=[CH:5][CH:6]=[CH:7][C:2]=2[F:1])[N:9]=[N:10][C:11]=1[C:15]([N:17]([CH2:39][CH:40]([CH3:42])[CH3:41])[C@H:18]1[CH2:23][C@@H:22]([C:24]([N:26]2[CH2:31][CH2:30][O:29][CH2:28][CH2:27]2)=[O:25])[CH2:21][N:20]([C:32]([O:34][C:35]([CH3:38])([CH3:37])[CH3:36])=[O:33])[CH2:19]1)=[O:16], predict the reactants needed to synthesize it. The reactants are: [F:1][C:2]1[CH:7]=[CH:6][CH:5]=[CH:4][C:3]=1[N:8]1[C:12]([CH2:13]O)=[C:11]([C:15]([N:17]([CH2:39][CH:40]([CH3:42])[CH3:41])[C@H:18]2[CH2:23][C@@H:22]([C:24]([N:26]3[CH2:31][CH2:30][O:29][CH2:28][CH2:27]3)=[O:25])[CH2:21][N:20]([C:32]([O:34][C:35]([CH3:38])([CH3:37])[CH3:36])=[O:33])[CH2:19]2)=[O:16])[N:10]=[N:9]1.C1(P(C2C=CC=CC=2)C2C=CC=CC=2)C=CC=CC=1.C(Br)(Br)(Br)[Br:63]. (8) Given the product [Br:19][CH2:20][CH2:21][NH:22][C:9](=[O:10])[O:11][C:12]([CH3:13])([CH3:14])[CH3:15], predict the reactants needed to synthesize it. The reactants are: [C:9](O[C:9]([O:11][C:12]([CH3:15])([CH3:14])[CH3:13])=[O:10])([O:11][C:12]([CH3:15])([CH3:14])[CH3:13])=[O:10].[OH-].[Na+].Br.[Br:19][CH2:20][CH2:21][NH2:22]. (9) Given the product [C:1]([C:3]1[CH:4]=[C:5]([CH:9]=[CH:10][CH:11]=1)[C:6]([S:18][C:12]1[CH:17]=[CH:16][CH:15]=[CH:14][CH:13]=1)=[O:7])#[CH:2], predict the reactants needed to synthesize it. The reactants are: [C:1]([C:3]1[CH:4]=[C:5]([CH:9]=[CH:10][CH:11]=1)[C:6](Cl)=[O:7])#[CH:2].[C:12]1([SH:18])[CH:17]=[CH:16][CH:15]=[CH:14][CH:13]=1.[Na].